Dataset: Forward reaction prediction with 1.9M reactions from USPTO patents (1976-2016). Task: Predict the product of the given reaction. (1) The product is: [N:13]1[CH:18]=[CH:17][C:16]([C:19]2[CH:20]=[C:22]([C:23]([O:25][CH3:26])=[O:24])[NH:31][N:30]=2)=[CH:15][CH:14]=1. Given the reactants C(NC(C)C)(C)C.C([Li])CCC.[N:13]1[CH:18]=[CH:17][C:16]([C:19](=O)[CH3:20])=[CH:15][CH:14]=1.[C:22](OC)(=O)[C:23]([O:25][CH3:26])=[O:24].[NH2:30][NH2:31], predict the reaction product. (2) Given the reactants [CH2:1]([N:8]1[CH2:13][CH:12]2[CH:10]([CH:11]2[N+:14]([O-])=O)[CH2:9]1)[C:2]1[CH:7]=[CH:6][CH:5]=[CH:4][CH:3]=1.NN.O, predict the reaction product. The product is: [CH2:1]([N:8]1[CH2:13][CH:12]2[CH:10]([CH:11]2[NH2:14])[CH2:9]1)[C:2]1[CH:3]=[CH:4][CH:5]=[CH:6][CH:7]=1. (3) Given the reactants N[C:2]1[CH:7]=[CH:6][CH:5]=[C:4]([C:8]2[CH:13]=[CH:12][CH:11]=[CH:10][CH:9]=2)[N:3]=1.[Br:14]Br.N([O-])=O.[Na+], predict the reaction product. The product is: [Br:14][C:2]1[CH:7]=[CH:6][CH:5]=[C:4]([C:8]2[CH:13]=[CH:12][CH:11]=[CH:10][CH:9]=2)[N:3]=1. (4) The product is: [CH3:27][N:28]([CH3:29])[CH2:30][C:31]([NH:2][C@H:3]1[CH2:8][CH2:7][CH2:6][N:5]([C:9]([C:11]2[S:12][C:13]([C:16]3[C:20]([CH3:21])=[C:19]([C:22]([F:25])([F:24])[F:23])[O:18][N:17]=3)=[CH:14][CH:15]=2)=[O:10])[CH2:4]1)=[O:32]. Given the reactants Cl.[NH2:2][C@H:3]1[CH2:8][CH2:7][CH2:6][N:5]([C:9]([C:11]2[S:12][C:13]([C:16]3[C:20]([CH3:21])=[C:19]([C:22]([F:25])([F:24])[F:23])[O:18][N:17]=3)=[CH:14][CH:15]=2)=[O:10])[CH2:4]1.Cl.[CH3:27][N:28]([CH2:30][C:31](Cl)=[O:32])[CH3:29].C(N(CC)CC)C, predict the reaction product.